This data is from Reaction yield outcomes from USPTO patents with 853,638 reactions. The task is: Predict the reaction yield, written as a fraction of the theoretical maximum amount of product (1.0 means a 100% yield; for example, 0.34 means a 34% yield). (1) The reactants are [CH3:1][C:2]1[CH:7]=[CH:6][C:5]([O:8][CH3:9])=[CH:4][CH:3]=1.Cl([O-])(=O)(=O)=O.[Li+].Cl[C:17](=[O:30])[CH2:18][CH2:19][CH2:20][CH2:21][CH2:22][CH2:23][CH2:24][CH2:25][C:26]([O:28][CH3:29])=[O:27].O. The catalyst is [N+](C)([O-])=O.[O-]S(C(F)(F)F)(=O)=O.[Sc+3].[O-]S(C(F)(F)F)(=O)=O.[O-]S(C(F)(F)F)(=O)=O. The product is [CH3:9][O:8][C:5]1[CH:6]=[CH:7][C:2]([CH3:1])=[CH:3][C:4]=1[C:17](=[O:30])[CH2:18][CH2:19][CH2:20][CH2:21][CH2:22][CH2:23][CH2:24][CH2:25][C:26]([O:28][CH3:29])=[O:27]. The yield is 0.830. (2) The reactants are C(=O)([O-])[O-].[K+].[K+].[NH2:7][C:8]1[C:23]([CH3:24])=[CH:22][C:21]([Cl:25])=[CH:20][C:9]=1[C:10]([N:12]=[S:13]([CH:17]([CH3:19])[CH3:18])[CH:14]([CH3:16])[CH3:15])=[O:11].[Cl:26][C:27]1[C:28]([N:33]2[C:37]([C:38](Cl)=[O:39])=[CH:36][C:35]([C:41]([F:44])([F:43])[F:42])=[N:34]2)=[N:29][CH:30]=[CH:31][CH:32]=1. The catalyst is ClCCl. The product is [Cl:26][C:27]1[C:28]([N:33]2[C:37]([C:38]([NH:7][C:8]3[C:9]([C:10](=[O:11])[N:12]=[S:13]([CH:17]([CH3:18])[CH3:19])[CH:14]([CH3:16])[CH3:15])=[CH:20][C:21]([Cl:25])=[CH:22][C:23]=3[CH3:24])=[O:39])=[CH:36][C:35]([C:41]([F:44])([F:42])[F:43])=[N:34]2)=[N:29][CH:30]=[CH:31][CH:32]=1. The yield is 0.850. (3) The reactants are [CH2:1]([O:4][C:5]1[CH:13]=[C:12]([C:14]([F:17])([F:16])[F:15])[CH:11]=[CH:10][C:6]=1[C:7]([OH:9])=O)[CH2:2][CH3:3].[CH3:18][NH:19][O:20][CH3:21].CN1CCOCC1.C[N+]1(C2N=C(OC)N=C(OC)N=2)CCOCC1.[Cl-]. The catalyst is C1COCC1. The product is [CH3:21][O:20][N:19]([CH3:18])[C:7](=[O:9])[C:6]1[CH:10]=[CH:11][C:12]([C:14]([F:17])([F:16])[F:15])=[CH:13][C:5]=1[O:4][CH2:1][CH2:2][CH3:3]. The yield is 0.490. (4) The reactants are [SH:1][C:2]1[N:7]=[C:6]([OH:8])[CH:5]=[C:4]([C:9]([F:12])([F:11])[F:10])[N:3]=1.C(=O)([O-])[O-].[K+].[K+].Br[CH2:20][C:21]1[CH:26]=[CH:25][N:24]=[CH:23][C:22]=1[CH2:27][CH3:28]. The catalyst is CN(C=O)C. The product is [CH2:27]([C:22]1[CH:23]=[N:24][CH:25]=[CH:26][C:21]=1[CH2:20][S:1][C:2]1[N:7]=[C:6]([OH:8])[CH:5]=[C:4]([C:9]([F:12])([F:10])[F:11])[N:3]=1)[CH3:28]. The yield is 0.140.